From a dataset of TCR-epitope binding with 47,182 pairs between 192 epitopes and 23,139 TCRs. Binary Classification. Given a T-cell receptor sequence (or CDR3 region) and an epitope sequence, predict whether binding occurs between them. (1) Result: 0 (the TCR does not bind to the epitope). The TCR CDR3 sequence is CASSVGGDARETQYF. The epitope is VLQAVGACV. (2) The epitope is GILGFVFTL. The TCR CDR3 sequence is CASSFRLAGVSDTQYF. Result: 1 (the TCR binds to the epitope). (3) The epitope is RAKFKQLL. Result: 1 (the TCR binds to the epitope). The TCR CDR3 sequence is CASSWGAYGYTF. (4) The epitope is KLGGALQAK. The TCR CDR3 sequence is CAWSVFQRESYNEQFF. Result: 1 (the TCR binds to the epitope). (5) The epitope is SEVGPEHSLAEY. The TCR CDR3 sequence is CASSQDLGSSGNTIYF. Result: 1 (the TCR binds to the epitope). (6) The epitope is KLGGALQAK. The TCR CDR3 sequence is CAWSVLSYTDTQYF. Result: 1 (the TCR binds to the epitope).